From a dataset of Peptide-MHC class I binding affinity with 185,985 pairs from IEDB/IMGT. Regression. Given a peptide amino acid sequence and an MHC pseudo amino acid sequence, predict their binding affinity value. This is MHC class I binding data. (1) The peptide sequence is LLFNILGGWV. The MHC is HLA-A02:01 with pseudo-sequence HLA-A02:01. The binding affinity (normalized) is 0.859. (2) The peptide sequence is IANTTDHFF. The MHC is HLA-A24:03 with pseudo-sequence HLA-A24:03. The binding affinity (normalized) is 0.0847. (3) The peptide sequence is SQIETGTPF. The MHC is HLA-B27:05 with pseudo-sequence HLA-B27:05. The binding affinity (normalized) is 0.0847. (4) The peptide sequence is MGKTITDVK. The MHC is HLA-A02:03 with pseudo-sequence HLA-A02:03. The binding affinity (normalized) is 0.0847. (5) The peptide sequence is LLFGIKCIK. The MHC is HLA-B15:01 with pseudo-sequence HLA-B15:01. The binding affinity (normalized) is 0. (6) The peptide sequence is IVTRIVELL. The MHC is HLA-B44:03 with pseudo-sequence HLA-B44:03. The binding affinity (normalized) is 0.0425.